Predict the product of the given reaction. From a dataset of Forward reaction prediction with 1.9M reactions from USPTO patents (1976-2016). (1) Given the reactants [CH:1]([S:4]([C:7]1[CH:12]=[CH:11][CH:10]=[CH:9][C:8]=1[NH:13][C:14]1[N:19]=[CH:18][N:17]=[C:16]([NH:20][C:21]2[C:29]3[O:28][C@H:27]([CH3:30])[CH2:26][C:25]=3[C:24]([CH:31]3[CH2:36][CH2:35][N:34]([C:37](=[O:48])[C@@H:38]([NH:40]C(=O)OC(C)(C)C)[CH3:39])[CH2:33][CH2:32]3)=[C:23]([CH3:49])[CH:22]=2)[N:15]=1)(=[O:6])=[O:5])([CH3:3])[CH3:2].C(O)(C(F)(F)F)=O, predict the reaction product. The product is: [NH2:40][C@@H:38]([CH3:39])[C:37]([N:34]1[CH2:35][CH2:36][CH:31]([C:24]2[C:25]3[CH2:26][C@@H:27]([CH3:30])[O:28][C:29]=3[C:21]([NH:20][C:16]3[N:15]=[C:14]([NH:13][C:8]4[CH:9]=[CH:10][CH:11]=[CH:12][C:7]=4[S:4]([CH:1]([CH3:3])[CH3:2])(=[O:5])=[O:6])[N:19]=[CH:18][N:17]=3)=[CH:22][C:23]=2[CH3:49])[CH2:32][CH2:33]1)=[O:48]. (2) Given the reactants Cl[C:2]1[C:7]([C:8]([F:11])([F:10])[F:9])=[CH:6][N:5]=[C:4]([NH:12][C:13]2[C:18]([O:19][CH3:20])=[CH:17][C:16]([C:21]([N:23]3[CH2:28][CH2:27][O:26][CH2:25][CH2:24]3)=[O:22])=[C:15]([F:29])[CH:14]=2)[N:3]=1.CC1C=CC(S(O)(=O)=O)=CC=1.CC[N:43]([CH:47]([CH3:49])[CH3:48])C(C)C.C(=O)(O)[O-].[Na+], predict the reaction product. The product is: [CH:47]1([NH:43][C:2]2[C:7]([C:8]([F:11])([F:10])[F:9])=[CH:6][N:5]=[C:4]([NH:12][C:13]3[C:18]([O:19][CH3:20])=[CH:17][C:16]([C:21]([N:23]4[CH2:24][CH2:25][O:26][CH2:27][CH2:28]4)=[O:22])=[C:15]([F:29])[CH:14]=3)[N:3]=2)[CH2:49][CH2:48]1. (3) The product is: [CH3:1][C:2]1[O:6][N:5]=[C:4]([C:7]2[S:11][C:10]([NH:12][C:25]([CH:19]3[CH2:24][CH2:23][CH2:22][CH2:21][CH2:20]3)=[O:26])=[N:9][C:8]=2[C:13]2[CH:14]=[CH:15][CH:16]=[CH:17][CH:18]=2)[N:3]=1. Given the reactants [CH3:1][C:2]1[O:6][N:5]=[C:4]([C:7]2[S:11][C:10]([NH2:12])=[N:9][C:8]=2[C:13]2[CH:18]=[CH:17][CH:16]=[CH:15][CH:14]=2)[N:3]=1.[CH:19]1([C:25](Cl)=[O:26])[CH2:24][CH2:23][CH2:22][CH2:21][CH2:20]1, predict the reaction product. (4) Given the reactants [F:1][C:2]([F:19])([F:18])[C:3]1[CH:8]=[CH:7][C:6]([S:9]([N:12]2[CH2:17][CH2:16][NH:15][CH2:14][CH2:13]2)(=[O:11])=[O:10])=[CH:5][CH:4]=1.C1C=CC2N(O)N=NC=2C=1.O.CN(C(ON1N=NC2C=CC=CC1=2)=[N+](C)C)C.F[P-](F)(F)(F)(F)F.[CH3:55][C:56]1[N:61]=[CH:60][C:59]([C:62](O)=[O:63])=[CH:58][CH:57]=1.CCN(C(C)C)C(C)C, predict the reaction product. The product is: [CH3:55][C:56]1[N:61]=[CH:60][C:59]([C:62]([N:15]2[CH2:16][CH2:17][N:12]([S:9]([C:6]3[CH:5]=[CH:4][C:3]([C:2]([F:1])([F:18])[F:19])=[CH:8][CH:7]=3)(=[O:10])=[O:11])[CH2:13][CH2:14]2)=[O:63])=[CH:58][CH:57]=1. (5) Given the reactants [NH2:1][C:2](=[O:36])[C@@H:3]([NH:20][C:21]([C@@H:23]1[CH2:28][CH2:27][CH2:26][CH2:25][N:24]1[C:29]([O:31][C:32]([CH3:35])([CH3:34])[CH3:33])=[O:30])=[O:22])[CH2:4][C:5]1[CH:10]=[CH:9][C:8](B2OC(C)(C)C(C)(C)O2)=[CH:7][CH:6]=1.Br[C:38]1[CH:43]=[CH:42][C:41]([CH2:44][C:45]#[N:46])=[C:40]([S:47]([CH3:50])(=[O:49])=[O:48])[CH:39]=1.C(=O)([O-])[O-].[K+].[K+], predict the reaction product. The product is: [NH2:1][C:2](=[O:36])[C@@H:3]([NH:20][C:21]([C@@H:23]1[CH2:28][CH2:27][CH2:26][CH2:25][N:24]1[C:29]([O:31][C:32]([CH3:33])([CH3:35])[CH3:34])=[O:30])=[O:22])[CH2:4][C:5]1[CH:10]=[CH:9][C:8]([C:38]2[CH:43]=[CH:42][C:41]([CH2:44][C:45]#[N:46])=[C:40]([S:47]([CH3:50])(=[O:49])=[O:48])[CH:39]=2)=[CH:7][CH:6]=1. (6) Given the reactants [F:1][C:2]1[C:7]([O:8][CH3:9])=[CH:6][CH:5]=[CH:4][C:3]=1[NH:10][C:11](=O)OC(C)(C)C.Cl.[CH:19](=O)/[CH:20]=C/C.[OH-].[NH4+].[CH3:26]O, predict the reaction product. The product is: [F:1][C:2]1[C:7]([O:8][CH3:9])=[CH:6][CH:5]=[C:4]2[C:3]=1[N:10]=[C:11]([CH3:26])[CH:20]=[CH:19]2. (7) Given the reactants C1(OC)C=CC=CC=1.COC1C=CC(C[O:16][C:17](=[O:64])[CH:18]([NH:33][C:34]([NH:36][CH:37]([C:52]([O:54]CC2C=CC(OC)=CC=2)=[O:53])[CH2:38][CH2:39][CH2:40][CH2:41][NH:42][C:43](=[O:51])[C:44]2[CH:49]=[CH:48][C:47]([F:50])=[CH:46][CH:45]=2)=[O:35])[CH2:19][CH2:20][C:21]([O:23]CC2C=CC(OC)=CC=2)=[O:22])=CC=1, predict the reaction product. The product is: [C:52]([CH:37]([NH:36][C:34](=[O:35])[NH:33][CH:18]([CH2:19][CH2:20][C:21]([OH:23])=[O:22])[C:17]([OH:64])=[O:16])[CH2:38][CH2:39][CH2:40][CH2:41][NH:42][C:43](=[O:51])[C:44]1[CH:45]=[CH:46][C:47]([F:50])=[CH:48][CH:49]=1)([OH:54])=[O:53]. (8) The product is: [Br:24][C:16]1[C:8]2[O:7][CH2:6][C:5]([C:18]3[CH:23]=[CH:22][CH:21]=[CH:20][N:19]=3)([C:3]([NH:2][CH3:1])=[O:4])[N:10]3[C:11](=[O:17])[NH:12][C:13]([C:9]=23)=[CH:14][CH:15]=1. Given the reactants [CH3:1][NH:2][C:3]([C:5]1([C:18]2[CH:23]=[CH:22][CH:21]=[CH:20][N:19]=2)[N:10]2[C:11](=[O:17])[NH:12][C:13]3=[CH:14][CH:15]=[CH:16][C:8](=[C:9]23)[O:7][CH2:6]1)=[O:4].[Br:24]N1C(=O)CCC1=O, predict the reaction product. (9) Given the reactants C([N:8]1[CH2:13][CH2:12][N:11]([C:14]2[CH:21]=[CH:20][C:17]([C:18]#[N:19])=[C:16]([C:22]([F:25])([F:24])[F:23])[CH:15]=2)[CH:10]([CH2:26][CH3:27])[CH2:9]1)C1C=CC=CC=1.[H][H], predict the reaction product. The product is: [CH2:26]([CH:10]1[CH2:9][NH:8][CH2:13][CH2:12][N:11]1[C:14]1[CH:21]=[CH:20][C:17]([C:18]#[N:19])=[C:16]([C:22]([F:25])([F:24])[F:23])[CH:15]=1)[CH3:27]. (10) Given the reactants [Br:1][C:2]1[CH:3]=[C:4]2[C:8](=[CH:9][C:10]=1[NH:11][C:12](=[O:14])[CH3:13])[N:7]([C:15]([C:28]1[CH:33]=[CH:32][CH:31]=[CH:30][CH:29]=1)([C:22]1[CH:27]=[CH:26][CH:25]=[CH:24][CH:23]=1)[C:16]1[CH:21]=[CH:20][CH:19]=[CH:18][CH:17]=1)[N:6]=[C:5]2I.[CH3:35][C:36]1[CH:41]=[C:40](B(O)O)[CH:39]=[CH:38][N:37]=1.[O-]P([O-])([O-])=O.[K+].[K+].[K+], predict the reaction product. The product is: [Br:1][C:2]1[CH:3]=[C:4]2[C:8](=[CH:9][C:10]=1[NH:11][C:12](=[O:14])[CH3:13])[N:7]([C:15]([C:28]1[CH:33]=[CH:32][CH:31]=[CH:30][CH:29]=1)([C:22]1[CH:27]=[CH:26][CH:25]=[CH:24][CH:23]=1)[C:16]1[CH:21]=[CH:20][CH:19]=[CH:18][CH:17]=1)[N:6]=[C:5]2[C:40]1[CH:39]=[CH:38][N:37]=[C:36]([CH3:35])[CH:41]=1.